Task: Predict the product of the given reaction.. Dataset: Forward reaction prediction with 1.9M reactions from USPTO patents (1976-2016) (1) Given the reactants [CH:1]1([C:6]2[C:10]3[CH2:11][NH:12][CH2:13][CH2:14][C:9]=3[NH:8][N:7]=2)[CH2:5][CH2:4][CH2:3][CH2:2]1.[Cl:15][C:16]1[CH:21]=[CH:20][CH:19]=[C:18]([N:22]=[C:23]=[O:24])[CH:17]=1.O, predict the reaction product. The product is: [Cl:15][C:16]1[CH:17]=[C:18]([NH:22][C:23]([N:12]2[CH2:13][CH2:14][C:9]3[NH:8][N:7]=[C:6]([CH:1]4[CH2:2][CH2:3][CH2:4][CH2:5]4)[C:10]=3[CH2:11]2)=[O:24])[CH:19]=[CH:20][CH:21]=1. (2) Given the reactants [CH:1]([C:3]1[CH:4]=[CH:5][CH:6]=[C:7]2[C:11]=1[NH:10][CH:9]=[CH:8]2)=[CH2:2].[OH-:12].[Na+].OO.O.[Cl-].[NH4+], predict the reaction product. The product is: [NH:10]1[C:11]2[C:7](=[CH:6][CH:5]=[CH:4][C:3]=2[CH2:1][CH2:2][OH:12])[CH:8]=[CH:9]1. (3) Given the reactants [Cl:1][C:2]1[C:16]([Cl:17])=[CH:15][C:5]2[NH:6][C:7]([C:9](=[O:14])[C:10]([F:13])([F:12])[F:11])=[N:8][C:4]=2[CH:3]=1.[CH2:18](Br)[CH:19]=[CH:20][CH3:21].[In].Cl, predict the reaction product. The product is: [Cl:17][C:16]1[C:2]([Cl:1])=[CH:3][C:4]2[NH:8][C:7]([C:9]([OH:14])([CH:20]([CH3:21])[CH:19]=[CH2:18])[C:10]([F:13])([F:11])[F:12])=[N:6][C:5]=2[CH:15]=1. (4) Given the reactants [CH3:1][C@H:2]1[C@H:7]([CH3:8])[NH:6][CH2:5][CH2:4][NH:3]1.C[C@H]1[C@@H](C)NCCN1.CS(O)(=O)=O.C([O-])(=O)C.[K+].Cl[C:28]([O:30][CH2:31][C:32]1[CH:37]=[CH:36][CH:35]=[CH:34][CH:33]=1)=[O:29], predict the reaction product. The product is: [CH3:1][CH:2]1[CH:7]([CH3:8])[NH:6][CH2:5][CH2:4][N:3]1[C:28]([O:30][CH2:31][C:32]1[CH:37]=[CH:36][CH:35]=[CH:34][CH:33]=1)=[O:29]. (5) Given the reactants [F:1][C:2]1[CH:3]=[C:4]2[C:9](=[CH:10][CH:11]=1)[NH:8][C:7](=O)[CH:6]=[N:5]2.[F:13][C:14]1[CH:23]=[C:22]2[C:17]([N:18]=[CH:19][C:20](=O)[NH:21]2)=[CH:16][CH:15]=1.O=P(Cl)(Cl)[Cl:27], predict the reaction product. The product is: [Cl:27][C:7]1[CH:6]=[N:5][C:4]2[C:9](=[CH:10][CH:11]=[C:2]([F:1])[CH:3]=2)[N:8]=1.[Cl:27][C:20]1[CH:19]=[N:18][C:17]2[C:22](=[CH:23][C:14]([F:13])=[CH:15][CH:16]=2)[N:21]=1. (6) Given the reactants [C:1]([O:5][C:6]([NH:8][CH2:9][C:10]1[N:15]2[CH:16]=[CH:17][N:18]=[C:14]2[CH:13]=[CH:12][CH:11]=1)=[O:7])([CH3:4])([CH3:3])[CH3:2].ClC(Cl)(Cl)[C:21](Cl)=[O:22].C(=O)([O-])O.[Na+], predict the reaction product. The product is: [C:1]([O:5][C:6]([N:8]1[CH2:9][C:10]2[N:15]3[C:16](=[CH:17][N:18]=[C:14]3[CH:13]=[CH:12][CH:11]=2)[C:21]1=[O:22])=[O:7])([CH3:4])([CH3:2])[CH3:3].